Task: Predict the product of the given reaction.. Dataset: Forward reaction prediction with 1.9M reactions from USPTO patents (1976-2016) (1) Given the reactants [CH3:1][O:2][C:3](=[O:12])[CH2:4][C:5]1[CH:10]=[CH:9][CH:8]=[C:7]([Br:11])[CH:6]=1.[H-].[Na+].Br[CH2:16][CH2:17]Br, predict the reaction product. The product is: [CH3:1][O:2][C:3]([C:4]1([C:5]2[CH:10]=[CH:9][CH:8]=[C:7]([Br:11])[CH:6]=2)[CH2:17][CH2:16]1)=[O:12]. (2) Given the reactants Cl.Cl[C:3]1[N:8]=[CH:7][C:6]([CH2:9][NH2:10])=[CH:5][C:4]=1C.[F:12][C:13]([F:24])([F:23])[C:14]1[CH:19]=[C:18](B(O)O)[CH:17]=[CH:16][N:15]=1.COC1C=CC=C(OC)C=1C1C=CC=CC=1P(C1CCCCC1)C1CCCCC1.P([O-])([O-])([O-])=O.[K+].[K+].[K+], predict the reaction product. The product is: [F:12][C:13]([F:24])([F:23])[C:14]1[CH:19]=[C:18]([C:3]2[CH:4]=[CH:5][C:6]([CH2:9][NH2:10])=[CH:7][N:8]=2)[CH:17]=[CH:16][N:15]=1. (3) Given the reactants [NH3:1].[Br:2][C:3]1[CH:8]=[CH:7][C:6]([N:9]2[C:15](=[O:16])[C:14]3[C:17](Cl)=[N:18][C:19]([CH3:21])=[N:20][C:13]=3[O:12][CH2:11][CH2:10]2)=[CH:5][CH:4]=1, predict the reaction product. The product is: [NH2:1][C:17]1[C:14]2[C:15](=[O:16])[N:9]([C:6]3[CH:7]=[CH:8][C:3]([Br:2])=[CH:4][CH:5]=3)[CH2:10][CH2:11][O:12][C:13]=2[N:20]=[C:19]([CH3:21])[N:18]=1. (4) The product is: [CH3:1][O:3][C:4]([CH:6]([P:22]([O:27][CH3:28])([O:24][CH3:25])=[O:23])[O:7][C@@H:8]1[CH2:12][C@H:11]([N:13]2[CH:21]=[CH:19][C:17](=[O:18])[NH:16][C:14]2=[O:15])[CH2:10][CH2:9]1)=[O:5]. Given the reactants [CH2:1]([O:3][C:4]([CH:6]([P:22]([O:27][CH2:28]C)([O:24][CH2:25]C)=[O:23])[O:7][C@@H:8]1[CH2:12][C@H:11]([N:13]2[CH:21]=[C:19](C)[C:17](=[O:18])[NH:16][C:14]2=[O:15])[CH:10]=[CH:9]1)=[O:5])C.ClCCl.CC(O)C.CCCCCC, predict the reaction product. (5) Given the reactants CC(C)([O-])C.[K+].[C:7](#[N:9])[CH3:8].[Br:10][C:11]1[CH:12]=[C:13]([CH:16]=[CH:17][CH:18]=1)[CH:14]=[O:15], predict the reaction product. The product is: [Br:10][C:11]1[CH:12]=[C:13]([CH:14]([OH:15])[CH2:8][C:7]#[N:9])[CH:16]=[CH:17][CH:18]=1. (6) Given the reactants [Cl:1][C:2]1[C:7]([NH:8][S:9]([CH3:12])(=[O:11])=[O:10])=[CH:6][C:5]([C:13]2[CH:21]=[C:20]3[C:16]([CH:17]=[N:18][N:19]3[S:22]([C:25]3[CH:30]=[CH:29][C:28]([CH3:31])=[CH:27][CH:26]=3)(=[O:24])=[O:23])=[C:15]([C:32]3[NH:36][N:35]=NN=3)[CH:14]=2)=[CH:4][N:3]=1.[Cl:37][CH2:38][C:39](Cl)=[O:40], predict the reaction product. The product is: [Cl:1][C:2]1[C:7]([NH:8][S:9]([CH3:12])(=[O:11])=[O:10])=[CH:6][C:5]([C:13]2[CH:21]=[C:20]3[C:16]([CH:17]=[N:18][N:19]3[S:22]([C:25]3[CH:30]=[CH:29][C:28]([CH3:31])=[CH:27][CH:26]=3)(=[O:24])=[O:23])=[C:15]([C:32]3[O:40][C:39]([CH2:38][Cl:37])=[N:35][N:36]=3)[CH:14]=2)=[CH:4][N:3]=1. (7) Given the reactants Cl[C:2]1[N:7]=[C:6]([C:8]2[S:12][C:11]([C:13]([CH3:16])([CH3:15])[CH3:14])=[N:10][C:9]=2[C:17]2[C:18]([F:35])=[C:19]([NH:23][S:24]([C:27]3[C:32]([F:33])=[CH:31][CH:30]=[CH:29][C:28]=3[F:34])(=[O:26])=[O:25])[CH:20]=[CH:21][CH:22]=2)[CH:5]=[CH:4][N:3]=1.[CH2:36](N(CC)CC)[CH3:37], predict the reaction product. The product is: [CH3:14][C:13]([C:11]1[S:12][C:8]([C:6]2[CH:5]=[CH:4][N:3]=[C:2]([CH:36]=[CH2:37])[N:7]=2)=[C:9]([C:17]2[C:18]([F:35])=[C:19]([NH:23][S:24]([C:27]3[C:32]([F:33])=[CH:31][CH:30]=[CH:29][C:28]=3[F:34])(=[O:26])=[O:25])[CH:20]=[CH:21][CH:22]=2)[N:10]=1)([CH3:16])[CH3:15]. (8) Given the reactants [Cl:1][C:2]1[CH:3]=[C:4]([CH:25]=[CH:26][C:27]=1[O:28][CH3:29])[CH2:5][NH:6][C:7]1[C:8]2[C:20]3[CH:21]=[CH:22][CH:23]=[CH:24][C:19]=3[S:18][C:9]=2[N:10]=[C:11]([CH2:13][CH2:14][C:15](O)=[O:16])[N:12]=1.S(Cl)([Cl:32])=O, predict the reaction product. The product is: [Cl:1][C:2]1[CH:3]=[C:4]([CH:25]=[CH:26][C:27]=1[O:28][CH3:29])[CH2:5][NH:6][C:7]1[C:8]2[C:20]3[CH:21]=[CH:22][CH:23]=[CH:24][C:19]=3[S:18][C:9]=2[N:10]=[C:11]([CH2:13][CH2:14][C:15]([Cl:32])=[O:16])[N:12]=1.